From a dataset of Experimentally validated miRNA-target interactions with 360,000+ pairs, plus equal number of negative samples. Binary Classification. Given a miRNA mature sequence and a target amino acid sequence, predict their likelihood of interaction. (1) The miRNA is hsa-miR-4287 with sequence UCUCCCUUGAGGGCACUUU. The protein sequence of the target gene is MPPAQGYEFAAAKGPRDELGPSFPMASPPGLELKTLSNGPQAPRRSAPLGPVAPTREGVENACFSSEEHETHFQNPGNTRLGSSPSPPGGVSSLPRSQRDDLSLHSEEGPALEPVSRPVDYGFVSALVFLVSGILLVVTAYAIPREARVNPDTVTAREMERLEMYYARLGSHLDRCIIAGLGLLTVGGMLLSVLLMVSLCKGELYRRRTFVPGKGSRKTYGSINLRMRQLNGDGGQALVENEVVQVSETSHTLQRS. Result: 1 (interaction). (2) The miRNA is hsa-miR-891a-3p with sequence AGUGGCACAUGUUUGUUGUGAG. The protein sequence of the target gene is MGASSPRSPEPVGPPAPGLPFCCGGSLLAVVVLLALPVAWGQCNAPEWLPFARPTNLTDEFEFPIGTYLNYECRPGYSGRPFSIICLKNSVWTGAKDRCRRKSCRNPPDPVNGMVHVIKGIQFGSQIKYSCTKGYRLIGSSSATCIISGDTVIWDNETPICDRIPCGLPPTITNGDFISTNRENFHYGSVVTYRCNPGSGGRKVFELVGEPSIYCTSNDDQVGIWSGPAPQCIIPNKCTPPNVENGILVSDNRSLFSLNEVVEFRCQPGFVMKGPRRVKCQALNKWEPELPSCSRVCQPP.... Result: 0 (no interaction). (3) The miRNA is hsa-miR-7973 with sequence UGUGACCCUAGAAUAAUUAC. Result: 0 (no interaction). The protein sequence of the target gene is MAARCVRLARRSLPALALSFRPSPRLLCTATKQKNNGQNLEEDLGHCEPKTDPSSADKTLLEEKVKLEEQLKETMEKYKRALADTENLRQRSQKLVEEAKLYGIQGFCKDLLEVADILEKATQSVPKEEVSNNNPHLKSLYEGLVMTEVQIQKVFTKHGLLRLDPIGAKFDPYEHEALFHTPVEGKEPGTVALVSKVGYKLHGRTLRPALVGVVKDA. (4) The miRNA is hsa-miR-519a-3p with sequence AAAGUGCAUCCUUUUAGAGUGU. The protein sequence of the target gene is MDPGSRWRNLPSGPSLKHLTDPSYGIPREQQKAALQELTRAHVESFNYAVHEGLGLAVQAIPPFEFAFKDERISFTILDAVISPPTVPKGTICKEANVYPAECRGRRSTYRGKLTADINWAVNGISKGIIKQFLGYVPIMVKSKLCNLRNLPPQALIEHHEEAEEMGGYFIINGIEKVIRMLIMPRRNFPIAMIRPKWKTRGPGYTQYGVSMHCVREEHSAVNMNLHYLENGTVMLNFIYRKELFFLPLGFALKALVSFSDYQIFQELIKGKEDDSFLRNSVSQMLRIVMEEGCSTQKQV.... Result: 1 (interaction). (5) The miRNA is hsa-miR-1226-3p with sequence UCACCAGCCCUGUGUUCCCUAG. The protein sequence of the target gene is MDQQMALTWGLCYMALVALCWGHGVTEAEETVPLKTLQCYNDYTNHIICSWADTEDAQGLINMTLYHQLEKKQPVSCELSEELMWSECPSSHRCVPRRCVIPYTRFSITNEDYYSFRPDSDLGIQLMVPLAQNVQPPLPKNVSISSSEDRFLLEWSVSLGDAQVSWLSSKDIEFEVAYKRLQDSWEDAYSLHTSKFQVNFEPKLFLPNSIYAARVRTRLSPGSSLSGRPSRWSPEVHWDSQPGDKAQPQNLQCFFDGIQSLHCSWEVWTQTTGSVSFGLFYRPSPVAPEEKCSPVVKEPP.... Result: 0 (no interaction). (6) The miRNA is hsa-miR-4727-3p with sequence AUAGUGGGAAGCUGGCAGAUUC. The protein sequence of the target gene is MPRLSLLLPLLLLLLLPLLPPLSPSLGIRDVGGRRPKCGPCRPEGCPAPAPCPAPGISALDECGCCARCLGAEGASCGGRAGGRCGPGLVCASQAAGAAPEGTGLCVCAQRGTVCGSDGRSYPSVCALRLRARHTPRAHPGHLHKARDGPCEFAPVVVVPPRSVHNVTGAQVGLSCEVRAVPTPVITWRKVTKSPEGTQALEELPGDHVNIAVQVRGGPSDHEATAWILINPLRKEDEGVYQCHAANMVGEAESHSTVTVLDLSKYRSFHFPAPDDRM. Result: 0 (no interaction). (7) The miRNA is hsa-miR-212-5p with sequence ACCUUGGCUCUAGACUGCUUACU. The protein sequence of the target gene is MFVASERKMRAHQVLTFLLLFVITSVASENASTSRGCGLDLLPQYVSLCDLDAIWGIVVEAVAGAGALITLLLMLILLVRLPFIKEKEKKSPVGLHFLFLLGTLGLFGLTFAFIIQEDETICSVRRFLWGVLFALCFSCLLSQAWRVRRLVRHGTGPAGWQLVGLALCLMLVQVIIAVEWLVLTVLRDTRPACAYEPMDFVMALIYDMVLLVVTLGLALFTLCGKFKRWKLNGAFLLITAFLSVLIWVAWMTMYLFGNVKLQQGDAWNDPTLAITLAASGWVFVIFHAIPEIHCTLLPAL.... Result: 1 (interaction).